This data is from Experimentally validated miRNA-target interactions with 360,000+ pairs, plus equal number of negative samples. The task is: Binary Classification. Given a miRNA mature sequence and a target amino acid sequence, predict their likelihood of interaction. The miRNA is mmu-miR-140-5p with sequence CAGUGGUUUUACCCUAUGGUAG. The protein sequence of the target gene is MSAQAQMRALLDQLMGTARDGDETRQRVKFTDDRVCKSHLLDCCPHDILAGTRMDLGECTKIHDLALRADYEIASKERDLFFELDAMDHLESFIAECDRRTELAKKRLAETQEEISAEVSAKAEKVHELNEEIGKLLAKAEQLGAEGNVDESQKILMEVEKVRAKKKEAEEEYRNSMPASSFQQQKLRVCEVCSAYLGLHDNDRRLADHFGGKLHLGFIQIREKLDQLRKTVAEKQEKRNQDRLRRREEREREERLSRRSGSRTRDRRRSRSRDRRRRRSRSTSRERRKLSRSRSRDRHR.... Result: 0 (no interaction).